This data is from Catalyst prediction with 721,799 reactions and 888 catalyst types from USPTO. The task is: Predict which catalyst facilitates the given reaction. (1) Reactant: [NH2:1][CH:2]([C:6]1[CH:11]=[CH:10][CH:9]=[C:8]([Cl:12])[C:7]=1[Cl:13])[C:3]([OH:5])=[O:4].C(=O)([O-])O.[Na+].[C:19](O[C:19]([O:21][C:22]([CH3:25])([CH3:24])[CH3:23])=[O:20])([O:21][C:22]([CH3:25])([CH3:24])[CH3:23])=[O:20]. Product: [C:22]([O:21][C:19]([NH:1][CH:2]([C:6]1[CH:11]=[CH:10][CH:9]=[C:8]([Cl:12])[C:7]=1[Cl:13])[C:3]([OH:5])=[O:4])=[O:20])([CH3:25])([CH3:24])[CH3:23]. The catalyst class is: 12. (2) Reactant: [NH2:1][C:2]1[CH:3]=[N:4][N:5]([CH2:11][CH3:12])[C:6]=1[C:7]([O:9]C)=O.C(O)(=O)C.[CH:17](N)=[NH:18].CCN(C(C)C)C(C)C. Product: [CH2:11]([N:5]1[C:6]2[C:7]([OH:9])=[N:18][CH:17]=[N:1][C:2]=2[CH:3]=[N:4]1)[CH3:12]. The catalyst class is: 51. (3) Reactant: [Cl:1][C:2]1[CH:7]=[CH:6][C:5]([C:8]2[CH:20]=[CH:19][C:11]3[S:12][C:13]([C:15]([O:17]C)=[O:16])=[CH:14][C:10]=3[CH:9]=2)=[CH:4][CH:3]=1.O.[OH-].[Li+].O. Product: [Cl:1][C:2]1[CH:7]=[CH:6][C:5]([C:8]2[CH:20]=[CH:19][C:11]3[S:12][C:13]([C:15]([OH:17])=[O:16])=[CH:14][C:10]=3[CH:9]=2)=[CH:4][CH:3]=1. The catalyst class is: 5.